This data is from Forward reaction prediction with 1.9M reactions from USPTO patents (1976-2016). The task is: Predict the product of the given reaction. (1) Given the reactants C(N(CC)CC)C.[F:8][C:9]1[C:14]([F:15])=[CH:13][CH:12]=[CH:11][C:10]=1[C@H:16]1[CH2:22][N:21]2[C:23]([CH2:26][C:27]([F:30])([F:29])[F:28])=[CH:24][N:25]=[C:20]2[C@H:19]([NH2:31])[CH2:18][CH2:17]1.Cl[C:33](OC1C=CC([N+]([O-])=O)=CC=1)=[O:34].[C:45]1(=[O:55])[C:49]2([CH2:54][CH2:53][NH:52][CH2:51][CH2:50]2)[CH2:48][CH2:47][NH:46]1.C(=O)([O-])[O-].[Na+].[Na+], predict the reaction product. The product is: [F:8][C:9]1[C:14]([F:15])=[CH:13][CH:12]=[CH:11][C:10]=1[C@H:16]1[CH2:22][N:21]2[C:23]([CH2:26][C:27]([F:30])([F:28])[F:29])=[CH:24][N:25]=[C:20]2[C@H:19]([NH:31][C:33]([N:52]2[CH2:53][CH2:54][C:49]3([C:45](=[O:55])[NH:46][CH2:47][CH2:48]3)[CH2:50][CH2:51]2)=[O:34])[CH2:18][CH2:17]1. (2) The product is: [F:1][C:2]([C:5]1[CH:10]=[CH:9][C:8]([CH:11]2[CH2:12][CH:13]([C:25]3[O:26][N:67]=[C:63]([O:64][CH2:65][CH3:66])[N:62]=3)[CH2:14][N:15]([C:17]([N:19]3[CH2:24][CH2:23][S:22][CH2:21][CH2:20]3)=[O:18])[CH2:16]2)=[CH:7][CH:6]=1)([F:4])[CH3:3]. Given the reactants [F:1][C:2]([C:5]1[CH:10]=[CH:9][C:8]([CH:11]2[CH2:16][N:15]([C:17]([N:19]3[CH2:24][CH2:23][S:22][CH2:21][CH2:20]3)=[O:18])[CH2:14][CH:13]([C:25](O)=[O:26])[CH2:12]2)=[CH:7][CH:6]=1)([F:4])[CH3:3].CN(C(ON1N=NC2C=CC=NC1=2)=[N+](C)C)C.F[P-](F)(F)(F)(F)F.C(N(CC)C(C)C)(C)C.O[NH:62][C:63](=[NH:67])[O:64][CH2:65][CH3:66], predict the reaction product. (3) Given the reactants C[O:2][C:3]1[N:8]=[CH:7][C:6]([CH:9]=[O:10])=[CH:5][CH:4]=1.I[Si](C)(C)C.CO, predict the reaction product. The product is: [O:2]=[C:3]1[NH:8][CH:7]=[C:6]([CH:9]=[O:10])[CH:5]=[CH:4]1. (4) Given the reactants [N+:1]([C:4]1[CH:11]=[CH:10][CH:9]=[C:6]([C:7]#[N:8])[C:5]=1[C:12]#[N:13])([O-])=O.C(=O)([O-])[O-].[K+].[K+].[CH3:20][N:21]1[CH2:26][CH2:25]N[CH2:23][CH2:22]1, predict the reaction product. The product is: [CH3:20][N:21]1[CH2:26][CH2:25][N:1]([C:4]2[CH:11]=[CH:10][CH:9]=[C:6]([C:7]#[N:8])[C:5]=2[C:12]#[N:13])[CH2:23][CH2:22]1. (5) The product is: [Cl:16][C:17]1[CH:22]=[CH:21][CH:20]=[CH:19][C:18]=1[N:3]1[C:4](=[O:15])[C:5]2[C@@H:6]3[C:11]([CH3:12])([CH3:13])[C@@:9]([CH3:14])([CH2:8][CH2:7]3)[C:10]=2[N:2]1[CH3:1]. Given the reactants [CH3:1][N:2]1[C:10]2[C@@:9]3([CH3:14])[C:11]([CH3:13])([CH3:12])[C@H:6]([CH2:7][CH2:8]3)[C:5]=2[C:4](=[O:15])[NH:3]1.[Cl:16][C:17]1[CH:22]=[CH:21][CH:20]=[CH:19][C:18]=1I.N1C=CC=CC=1C(O)=O.C(=O)(O)[O-].[K+], predict the reaction product. (6) Given the reactants Br[C:2]1[C:3]([CH:9]([O:15][C:16]([CH3:19])([CH3:18])[CH3:17])[C:10]([O:12][CH2:13][CH3:14])=[O:11])=[C:4]([CH3:8])[S:5][C:6]=1[Cl:7].CC1(C)C(C)(C)OB([C:28]2[CH:29]=[C:30]3[C:35](=[CH:36][CH:37]=2)[O:34][CH2:33][CH2:32][CH2:31]3)O1.C(=O)([O-])[O-].[Na+].[Na+], predict the reaction product. The product is: [C:16]([O:15][CH:9]([C:3]1[C:2]([C:28]2[CH:37]=[CH:36][C:35]3[O:34][CH2:33][CH2:32][CH2:31][C:30]=3[CH:29]=2)=[C:6]([Cl:7])[S:5][C:4]=1[CH3:8])[C:10]([O:12][CH2:13][CH3:14])=[O:11])([CH3:19])([CH3:18])[CH3:17].